This data is from Reaction yield outcomes from USPTO patents with 853,638 reactions. The task is: Predict the reaction yield, written as a fraction of the theoretical maximum amount of product (1.0 means a 100% yield; for example, 0.34 means a 34% yield). (1) The reactants are I[C:2]1[CH:7]=[CH:6][C:5]([C:8]2[CH:13]=[CH:12][C:11](I)=[CH:10][CH:9]=2)=[CH:4][CH:3]=1.[CH3:15][C:16]1[CH:17]=[C:18]([NH:22][C:23]2[CH:28]=[CH:27][CH:26]=[CH:25][CH:24]=2)[CH:19]=[CH:20][CH:21]=1.[OH-].[K+]. The product is [C:23]1([N:22]([C:18]2[CH:19]=[CH:20][CH:21]=[C:16]([CH3:15])[CH:17]=2)[C:2]2[CH:7]=[CH:6][C:5]([C:8]3[CH:13]=[CH:12][C:11]([N:22]([C:23]4[CH:24]=[CH:25][CH:26]=[CH:27][CH:28]=4)[C:18]4[CH:19]=[CH:20][CH:21]=[C:16]([CH3:15])[CH:17]=4)=[CH:10][CH:9]=3)=[CH:4][CH:3]=2)[CH:28]=[CH:27][CH:26]=[CH:25][CH:24]=1. The yield is 0.890. The catalyst is [Cu]. (2) The reactants are [N-:1]=[N+:2]=[N-:3].[Na+].[F:5][C:6]([F:19])([F:18])[S:7](O[S:7]([C:6]([F:19])([F:18])[F:5])(=[O:9])=[O:8])(=[O:9])=[O:8]. The catalyst is O. The product is [S:7]([N:1]=[N+:2]=[N-:3])([C:6]([F:19])([F:18])[F:5])(=[O:9])=[O:8]. The yield is 1.00. (3) The reactants are [Cl:1][C:2]1[C:10]([O:11][CH3:12])=[CH:9][C:5]([C:6](O)=[O:7])=[C:4]([C:13](=O)[C:14]2[CH:19]=[CH:18][CH:17]=[C:16]([C:20]#[N:21])[CH:15]=2)[CH:3]=1.O.[NH2:24][NH2:25]. The catalyst is CCO.O. The product is [Cl:1][C:2]1[CH:3]=[C:4]2[C:5]([C:6](=[O:7])[NH:24][N:25]=[C:13]2[C:14]2[CH:15]=[C:16]([CH:17]=[CH:18][CH:19]=2)[C:20]#[N:21])=[CH:9][C:10]=1[O:11][CH3:12]. The yield is 0.170. (4) The reactants are [C:1]([OH:5])(=[O:4])[CH:2]=[O:3].[Cl:6][C:7]1[CH:17]=[C:16]([Cl:18])[CH:15]=[CH:14][C:8]=1[CH2:9][NH:10][CH2:11][CH2:12]O.O. The catalyst is O1CCCC1. The product is [OH:4][CH:1]1[O:5][CH2:12][CH2:11][N:10]([CH2:9][C:8]2[CH:14]=[CH:15][C:16]([Cl:18])=[CH:17][C:7]=2[Cl:6])[C:2]1=[O:3]. The yield is 0.824.